This data is from Forward reaction prediction with 1.9M reactions from USPTO patents (1976-2016). The task is: Predict the product of the given reaction. (1) Given the reactants [CH:1]1[CH:2]=[C:3]([N:9]2[CH2:14][CH2:13][N:12]([CH2:15][CH2:16][CH2:17][CH2:18][O:19][C:20]3[CH:21]=[CH:22][C:23]4[CH2:30][CH2:29][C:27](=[O:28])[NH:26][C:24]=4[CH:25]=3)[CH2:11][CH2:10]2)[C:4]([Cl:8])=[C:5]([Cl:7])[CH:6]=1.[H-].[Na+].[Cl:33]C(OCCCl)=O.[C:40]([O:43][CH2:44][CH3:45])(=[O:42])C, predict the reaction product. The product is: [Cl:8][C:4]1[C:5]([Cl:7])=[CH:6][CH:1]=[CH:2][C:3]=1[N:9]1[CH2:14][CH2:13][N:12]([CH2:15][CH2:16][CH2:17][CH2:18][O:19][C:20]2[CH:25]=[C:24]3[C:23]([CH2:30][CH2:29][C:27](=[O:28])[N:26]3[C:40]([O:43][CH:44]([Cl:33])[CH3:45])=[O:42])=[CH:22][CH:21]=2)[CH2:11][CH2:10]1. (2) Given the reactants [Cl:1][C:2]1[CH:28]=[CH:27][C:5]([CH2:6][N:7]2[C:15]3[C:10](=[CH:11][CH:12]=[CH:13][CH:14]=3)[CH:9]=[C:8]2[C:16]([N:18]2[CH2:23][CH2:22][CH:21]([C:24](O)=[O:25])[CH2:20][CH2:19]2)=[O:17])=[CH:4][CH:3]=1.ON1C2C=CC=CC=2N=N1.CCN=C=NCCCN(C)C.[CH3:50][O:51][C:52]1[CH:53]=[C:54]([CH2:58][CH2:59][NH2:60])[CH:55]=[CH:56][CH:57]=1, predict the reaction product. The product is: [Cl:1][C:2]1[CH:28]=[CH:27][C:5]([CH2:6][N:7]2[C:15]3[C:10](=[CH:11][CH:12]=[CH:13][CH:14]=3)[CH:9]=[C:8]2[C:16]([N:18]2[CH2:23][CH2:22][CH:21]([C:24]([NH:60][CH2:59][CH2:58][C:54]3[CH:55]=[CH:56][CH:57]=[C:52]([O:51][CH3:50])[CH:53]=3)=[O:25])[CH2:20][CH2:19]2)=[O:17])=[CH:4][CH:3]=1. (3) Given the reactants [CH3:1][C:2]1[N:3]=[CH:4][C:5]([C:8]([O:10][C:11]([CH3:14])([CH3:13])[CH3:12])=[O:9])=[N:6][CH:7]=1.[CH3:15][N:16]([CH3:19])[CH:17]=O.COC(OC)N(C)C, predict the reaction product. The product is: [CH3:15][N:16]([CH3:19])/[CH:17]=[CH:1]/[C:2]1[N:3]=[CH:4][C:5]([C:8]([O:10][C:11]([CH3:14])([CH3:13])[CH3:12])=[O:9])=[N:6][CH:7]=1. (4) Given the reactants [Cl:1][C:2]1[CH:3]=[C:4]([CH2:9][CH2:10][CH2:11][C:12]2[CH:17]=[CH:16][C:15]([NH2:18])=[CH:14][CH:13]=2)[CH:5]=[CH:6][C:7]=1[Cl:8].[CH3:19][O:20][C:21](=[O:34])[C:22]1[CH:27]=[C:26]([N+:28]([O-:30])=[O:29])[C:25]([O:31][CH3:32])=[CH:24][C:23]=1F.CCN(CC)CC, predict the reaction product. The product is: [CH3:19][O:20][C:21](=[O:34])[C:22]1[CH:27]=[C:26]([N+:28]([O-:30])=[O:29])[C:25]([O:31][CH3:32])=[CH:24][C:23]=1[NH:18][C:15]1[CH:14]=[CH:13][C:12]([CH2:11][CH2:10][CH2:9][C:4]2[CH:5]=[CH:6][C:7]([Cl:8])=[C:2]([Cl:1])[CH:3]=2)=[CH:17][CH:16]=1. (5) Given the reactants Br[C:2]1[C:11]([O:12][CH3:13])=[CH:10][CH:9]=[C:8]2[C:3]=1[CH:4]=[CH:5][C:6]([CH:14]=[O:15])=[CH:7]2.[I-:16].[K+], predict the reaction product. The product is: [I:16][C:2]1[C:11]([O:12][CH3:13])=[CH:10][CH:9]=[C:8]2[C:3]=1[CH:4]=[CH:5][C:6]([CH:14]=[O:15])=[CH:7]2. (6) Given the reactants [CH3:1][S:2][C:3]1[C:8]2[CH:9]=[C:10]3[N:14]([C:7]=2[CH:6]=[CH:5][N:4]=1)[CH2:13][CH2:12][C:11]3=[O:15].Br[CH2:17][C:18]([O:20][CH3:21])=[O:19], predict the reaction product. The product is: [CH3:21][O:20][C:18](=[O:19])[CH2:17][C:11]1([OH:15])[C:10]2[N:14]([C:7]3[CH:6]=[CH:5][N:4]=[C:3]([S:2][CH3:1])[C:8]=3[CH:9]=2)[CH2:13][CH2:12]1. (7) The product is: [CH:1]1([N:6]2[CH2:12][CH2:11][C:10](=[O:13])[N:9]([CH3:14])[C:8]3[CH:15]=[N:16][C:17]([NH:19][C:20]4[CH:21]=[CH:22][C:23]([C:24]([NH:39][CH:38]5[CH2:34][CH2:32][N:31]([CH3:30])[CH2:35][CH2:37]5)=[O:26])=[CH:27][CH:28]=4)=[N:18][C:7]2=3)[CH2:5][CH2:4][CH2:3][CH2:2]1. Given the reactants [CH:1]1([N:6]2[CH2:12][CH2:11][C:10](=[O:13])[N:9]([CH3:14])[C:8]3[CH:15]=[N:16][C:17]([NH:19][C:20]4[CH:28]=[CH:27][C:23]([C:24]([OH:26])=O)=[CH:22][CH:21]=4)=[N:18][C:7]2=3)[CH2:5][CH2:4][CH2:3][CH2:2]1.C[CH2:30][N:31]([CH:35]([CH3:37])C)[CH:32]([CH3:34])C.[CH3:38][N:39](C(ON1N=NC2C=CC=CC1=2)=[N+](C)C)C.[B-](F)(F)(F)F.NCC1CCNCC1, predict the reaction product. (8) Given the reactants F[C:2]1[CH:12]=[CH:11][C:5]([C:6]([O:8][CH2:9][CH3:10])=[O:7])=[CH:4][C:3]=1[C:13]1[C:14]2[CH:23]=[CH:22][N:21](S(C3C=CC(C)=CC=3)(=O)=O)[C:15]=2[C:16](=[O:20])[N:17]([CH3:19])[CH:18]=1.[CH:34]1([NH2:39])[CH2:38][CH2:37][CH2:36][CH2:35]1.C(N(CC)CC)C, predict the reaction product. The product is: [CH:34]1([NH:39][C:2]2[CH:12]=[CH:11][C:5]([C:6]([O:8][CH2:9][CH3:10])=[O:7])=[CH:4][C:3]=2[C:13]2[C:14]3[CH:23]=[CH:22][NH:21][C:15]=3[C:16](=[O:20])[N:17]([CH3:19])[CH:18]=2)[CH2:38][CH2:37][CH2:36][CH2:35]1. (9) Given the reactants [I:1][C:2]1[CH:9]=[CH:8][CH:7]=[CH:6][C:3]=1[CH2:4][OH:5].N1C=CN=C1.[CH3:15][C:16]([Si:19](Cl)([CH3:21])[CH3:20])([CH3:18])[CH3:17].O, predict the reaction product. The product is: [CH3:15][C:16]([Si:19]([O:5][CH2:4][C:3]1[CH:6]=[CH:7][CH:8]=[CH:9][C:2]=1[I:1])([CH3:21])[CH3:20])([CH3:18])[CH3:17].